Dataset: Forward reaction prediction with 1.9M reactions from USPTO patents (1976-2016). Task: Predict the product of the given reaction. Given the reactants Cl.Cl.[NH2:3][C@@H:4]1[C:10](=[O:11])[N:9]([CH2:12][C:13]2[C:22]3[C:17](=[CH:18][CH:19]=[CH:20][CH:21]=3)[N:16]=[CH:15][C:14]=2[O:23][CH3:24])[C:8]2[CH:25]=[CH:26][CH:27]=[CH:28][C:7]=2[CH2:6][CH2:5]1.[C:29]([O:33][C:34]([NH:36][C@@H:37]([CH2:41][CH3:42])[C:38](O)=[O:39])=[O:35])([CH3:32])([CH3:31])[CH3:30].C1C=CC2N(O)N=NC=2C=1.O.CN(C(ON1N=NC2C=CC=CC1=2)=[N+](C)C)C.F[P-](F)(F)(F)(F)F, predict the reaction product. The product is: [C:29]([O:33][C:34](=[O:35])[NH:36][C@H:37]([C:38](=[O:39])[NH:3][C@@H:4]1[C:10](=[O:11])[N:9]([CH2:12][C:13]2[C:22]3[C:17](=[CH:18][CH:19]=[CH:20][CH:21]=3)[N:16]=[CH:15][C:14]=2[O:23][CH3:24])[C:8]2[CH:25]=[CH:26][CH:27]=[CH:28][C:7]=2[CH2:6][CH2:5]1)[CH2:41][CH3:42])([CH3:30])([CH3:31])[CH3:32].